Dataset: Peptide-MHC class I binding affinity with 185,985 pairs from IEDB/IMGT. Task: Regression. Given a peptide amino acid sequence and an MHC pseudo amino acid sequence, predict their binding affinity value. This is MHC class I binding data. (1) The peptide sequence is MVRVLTVIKEY. The MHC is HLA-C07:01 with pseudo-sequence HLA-C07:01. The binding affinity (normalized) is 0.444. (2) The peptide sequence is VTRGAVLMY. The MHC is HLA-A26:02 with pseudo-sequence HLA-A26:02. The binding affinity (normalized) is 0.572.